This data is from NCI-60 drug combinations with 297,098 pairs across 59 cell lines. The task is: Regression. Given two drug SMILES strings and cell line genomic features, predict the synergy score measuring deviation from expected non-interaction effect. (1) Synergy scores: CSS=17.4, Synergy_ZIP=12.7, Synergy_Bliss=15.8, Synergy_Loewe=13.7, Synergy_HSA=12.9. Drug 2: C1=NC2=C(N=C(N=C2N1C3C(C(C(O3)CO)O)O)F)N. Drug 1: CC1=C(C=C(C=C1)NC2=NC=CC(=N2)N(C)C3=CC4=NN(C(=C4C=C3)C)C)S(=O)(=O)N.Cl. Cell line: LOX IMVI. (2) Drug 1: COC1=NC(=NC2=C1N=CN2C3C(C(C(O3)CO)O)O)N. Drug 2: C1CNP(=O)(OC1)N(CCCl)CCCl. Cell line: CCRF-CEM. Synergy scores: CSS=61.1, Synergy_ZIP=1.95, Synergy_Bliss=0.0276, Synergy_Loewe=-21.6, Synergy_HSA=0.104. (3) Drug 1: C1CCN(CC1)CCOC2=CC=C(C=C2)C(=O)C3=C(SC4=C3C=CC(=C4)O)C5=CC=C(C=C5)O. Drug 2: CN1C(=O)N2C=NC(=C2N=N1)C(=O)N. Cell line: A498. Synergy scores: CSS=-2.41, Synergy_ZIP=1.15, Synergy_Bliss=0.362, Synergy_Loewe=-4.06, Synergy_HSA=-2.62. (4) Cell line: UACC-257. Synergy scores: CSS=-5.62, Synergy_ZIP=-2.32, Synergy_Bliss=-7.38, Synergy_Loewe=-17.7, Synergy_HSA=-9.72. Drug 1: C1=CC(=CC=C1CCCC(=O)O)N(CCCl)CCCl. Drug 2: C(=O)(N)NO. (5) Drug 1: C1CCC(CC1)NC(=O)N(CCCl)N=O. Drug 2: CC1=C(C=C(C=C1)NC(=O)C2=CC=C(C=C2)CN3CCN(CC3)C)NC4=NC=CC(=N4)C5=CN=CC=C5. Cell line: SW-620. Synergy scores: CSS=16.3, Synergy_ZIP=6.39, Synergy_Bliss=10.2, Synergy_Loewe=-1.22, Synergy_HSA=4.23. (6) Drug 1: C1=CC(=CC=C1CCC2=CNC3=C2C(=O)NC(=N3)N)C(=O)NC(CCC(=O)O)C(=O)O. Drug 2: C1=NC2=C(N=C(N=C2N1C3C(C(C(O3)CO)O)O)F)N. Cell line: T-47D. Synergy scores: CSS=6.52, Synergy_ZIP=-0.378, Synergy_Bliss=1.12, Synergy_Loewe=-0.119, Synergy_HSA=0.963. (7) Drug 1: CNC(=O)C1=CC=CC=C1SC2=CC3=C(C=C2)C(=NN3)C=CC4=CC=CC=N4. Drug 2: CNC(=O)C1=NC=CC(=C1)OC2=CC=C(C=C2)NC(=O)NC3=CC(=C(C=C3)Cl)C(F)(F)F. Cell line: SF-268. Synergy scores: CSS=18.2, Synergy_ZIP=-4.65, Synergy_Bliss=-4.95, Synergy_Loewe=-9.17, Synergy_HSA=-7.14. (8) Drug 1: CC1OCC2C(O1)C(C(C(O2)OC3C4COC(=O)C4C(C5=CC6=C(C=C35)OCO6)C7=CC(=C(C(=C7)OC)O)OC)O)O. Drug 2: CNC(=O)C1=NC=CC(=C1)OC2=CC=C(C=C2)NC(=O)NC3=CC(=C(C=C3)Cl)C(F)(F)F. Cell line: OVCAR-8. Synergy scores: CSS=40.3, Synergy_ZIP=-0.662, Synergy_Bliss=-1.22, Synergy_Loewe=-1.04, Synergy_HSA=1.79.